This data is from Full USPTO retrosynthesis dataset with 1.9M reactions from patents (1976-2016). The task is: Predict the reactants needed to synthesize the given product. (1) The reactants are: [C:1]([O:5][C:6]([N:8]1[CH2:12][C@H:11]([S:13][CH2:14][C:15]2[CH:20]=[CH:19][C:18]([O:21][CH3:22])=[CH:17][CH:16]=2)[CH2:10][C@H:9]1[CH2:23][NH:24][CH2:25][C:26]1[CH:31]=[C:30]([F:32])[CH:29]=[CH:28][C:27]=1[F:33])=[O:7])([CH3:4])([CH3:3])[CH3:2].C(N(C(C)C)C(C)C)C.Cl[C:44]([O:46][CH2:47][CH:48]1[C:60]2[CH:59]=[CH:58][CH:57]=[CH:56][C:55]=2[C:54]2[C:49]1=[CH:50][CH:51]=[CH:52][CH:53]=2)=[O:45].C([O-])(O)=O.[Na+]. Given the product [C:1]([O:5][C:6]([N:8]1[CH2:12][C@H:11]([S:13][CH2:14][C:15]2[CH:20]=[CH:19][C:18]([O:21][CH3:22])=[CH:17][CH:16]=2)[CH2:10][C@H:9]1[CH2:23][N:24]([CH2:25][C:26]1[CH:31]=[C:30]([F:32])[CH:29]=[CH:28][C:27]=1[F:33])[C:44]([O:46][CH2:47][CH:48]1[C:49]2[CH:50]=[CH:51][CH:52]=[CH:53][C:54]=2[C:55]2[C:60]1=[CH:59][CH:58]=[CH:57][CH:56]=2)=[O:45])=[O:7])([CH3:4])([CH3:2])[CH3:3], predict the reactants needed to synthesize it. (2) Given the product [C:1]([O:5][C:6]([N:8]([CH3:50])[CH2:9][CH2:10][N:11]([CH3:49])[C@@H:12]1[CH2:19][N:18]2[C:20]3[CH:21]=[C:22]([C:33]([OH:35])=[O:34])[CH:23]=[CH:24][C:25]=3[C:26]([CH:27]3[CH2:28][CH2:29][CH2:30][CH2:31][CH2:32]3)=[C:17]2[C:16]2[CH:37]=[CH:38][C:39]([O:41][CH2:42][C:43]3[CH:48]=[CH:47][CH:46]=[CH:45][N:44]=3)=[CH:40][C:15]=2[O:14][CH2:13]1)=[O:7])([CH3:4])([CH3:3])[CH3:2], predict the reactants needed to synthesize it. The reactants are: [C:1]([O:5][C:6]([N:8]([CH3:50])[CH2:9][CH2:10][N:11]([CH3:49])[C@@H:12]1[CH2:19][N:18]2[C:20]3[CH:21]=[C:22]([C:33]([O:35]C)=[O:34])[CH:23]=[CH:24][C:25]=3[C:26]([CH:27]3[CH2:32][CH2:31][CH2:30][CH2:29][CH2:28]3)=[C:17]2[C:16]2[CH:37]=[CH:38][C:39]([O:41][CH2:42][C:43]3[CH:48]=[CH:47][CH:46]=[CH:45][N:44]=3)=[CH:40][C:15]=2[O:14][CH2:13]1)=[O:7])([CH3:4])([CH3:3])[CH3:2].[OH-].[K+].Cl. (3) Given the product [CH3:43][O:42][C:40](=[O:41])[CH2:39][C@@H:20]1[N:21]=[C:8]([C:5]2[CH:6]=[CH:7][C:2]([Cl:1])=[CH:3][CH:4]=2)[C:10]2[CH:15]=[C:14]([O:16][CH3:17])[CH:13]=[CH:12][C:11]=2[NH:18][C:19]1=[O:44], predict the reactants needed to synthesize it. The reactants are: [Cl:1][C:2]1[CH:7]=[CH:6][C:5]([C:8]([C:10]2[CH:15]=[C:14]([O:16][CH3:17])[CH:13]=[CH:12][C:11]=2[NH:18][C:19](=[O:44])[C@H:20]([CH2:39][C:40]([O:42][CH3:43])=[O:41])[NH:21]C(OCC2C3C=CC=CC=3C3C2=CC=CC=3)=O)=O)=[CH:4][CH:3]=1.CCN(CC)CC.CC(O)=O. (4) Given the product [N+:1]([C:4]1[CH:11]=[CH:10][C:7]([CH2:8][N:13]([CH3:14])[CH3:12])=[CH:6][CH:5]=1)([O-:3])=[O:2], predict the reactants needed to synthesize it. The reactants are: [N+:1]([C:4]1[CH:11]=[CH:10][C:7]([CH:8]=O)=[CH:6][CH:5]=1)([O-:3])=[O:2].[CH3:12][NH:13][CH3:14].C(O)(=O)C.C(O[BH-](OC(=O)C)OC(=O)C)(=O)C.[Na+].C(=O)([O-])O.[Na+]. (5) Given the product [Br:1][C:2]1[CH:3]=[CH:4][C:5]([C:8]2[CH:13]=[CH:12][C:11]([O:14][CH2:22][CH2:23][CH2:24][CH2:25][CH2:26][CH2:27][CH3:28])=[CH:10][CH:9]=2)=[CH:6][CH:7]=1, predict the reactants needed to synthesize it. The reactants are: [Br:1][C:2]1[CH:7]=[CH:6][C:5]([C:8]2[CH:13]=[CH:12][C:11]([OH:14])=[CH:10][CH:9]=2)=[CH:4][CH:3]=1.C([O-])([O-])=O.[K+].[K+].Br[CH2:22][CH2:23][CH2:24][CH2:25][CH2:26][CH2:27][CH3:28]. (6) Given the product [CH3:10][C:9]([CH3:12])([CH3:11])[C:8]([NH:7][C:5]1[S:6][C:2]([CH3:1])=[CH:3][N:4]=1)=[O:13], predict the reactants needed to synthesize it. The reactants are: [CH3:1][C:2]1[S:6][C:5]([NH2:7])=[N:4][CH:3]=1.[C:8](Cl)(=[O:13])[C:9]([CH3:12])([CH3:11])[CH3:10].C(N(CC)CC)C. (7) Given the product [C:19]1(=[O:21])[O:20][CH2:12][CH2:13][CH2:14][CH2:15][CH2:16]1.[CH2:33]1[O:40][C:38](=[O:39])[CH2:37][O:36][C:34]1=[O:35], predict the reactants needed to synthesize it. The reactants are: C(O)CCCCCCCCC.[CH3:12][CH2:13][CH2:14][CH2:15][CH:16]([C:19]([O-:21])=[O:20])CC.[CH3:12][CH2:13][CH2:14][CH2:15][CH:16]([C:19]([O-:21])=[O:20])CC.[Sn+2].[CH2:33]1[O:40][C:38](=[O:39])[CH2:37][O:36][C:34]1=[O:35].CC1OC(=O)C(C)OC1=O. (8) Given the product [OH:15][CH2:14][CH2:13][N:12]([CH2:16][CH2:17][OH:18])[S:8]([C:4]1[CH:5]=[N:6][CH:7]=[C:2]([Br:1])[CH:3]=1)(=[O:10])=[O:9], predict the reactants needed to synthesize it. The reactants are: [Br:1][C:2]1[CH:3]=[C:4]([S:8](Cl)(=[O:10])=[O:9])[CH:5]=[N:6][CH:7]=1.[NH:12]([CH2:16][CH2:17][OH:18])[CH2:13][CH2:14][OH:15].